This data is from Reaction yield outcomes from USPTO patents with 853,638 reactions. The task is: Predict the reaction yield, written as a fraction of the theoretical maximum amount of product (1.0 means a 100% yield; for example, 0.34 means a 34% yield). (1) The reactants are [Cl:1][C:2]1[CH:7]=[CH:6][CH:5]=[CH:4][C:3]=1[C@@H:8]1[CH2:10][C@H:9]1[CH:11]([NH:13][O:14][CH3:15])[CH3:12].C(N(CC)CC)C.[F:23][CH:24]([F:34])[C:25]1[C:29]([C:30](Cl)=[O:31])=[CH:28][N:27]([CH3:33])[N:26]=1. The catalyst is ClCCl.O. The product is [Cl:1][C:2]1[CH:7]=[CH:6][CH:5]=[CH:4][C:3]=1[C@@H:8]1[CH2:10][C@H:9]1[CH:11]([N:13]([O:14][CH3:15])[C:30]([C:29]1[C:25]([CH:24]([F:34])[F:23])=[N:26][N:27]([CH3:33])[CH:28]=1)=[O:31])[CH3:12]. The yield is 0.920. (2) The reactants are [CH2:1]([NH:8][C@@H:9]([CH3:16])[C:10]1[CH:15]=[CH:14][CH:13]=[CH:12][CH:11]=1)[C:2]1[CH:7]=[CH:6][CH:5]=[CH:4][CH:3]=1.[Li]CCCC.[C:22]([O:29][CH2:30][CH3:31])(=[O:28])/[CH:23]=[CH:24]/[CH2:25][CH2:26][CH3:27].[NH4+].[Cl-]. The catalyst is C1COCC1. The product is [CH2:30]([O:29][C:22](=[O:28])[CH2:23][C@@H:24]([N:8]([CH2:1][C:2]1[CH:7]=[CH:6][CH:5]=[CH:4][CH:3]=1)[C@H:9]([C:10]1[CH:15]=[CH:14][CH:13]=[CH:12][CH:11]=1)[CH3:16])[CH2:25][CH2:26][CH3:27])[CH3:31]. The yield is 0.500. (3) The reactants are [OH:1][C:2]1[CH:11]=[C:10]2[C:5]([C:6](=[O:12])[NH:7][CH:8]=[N:9]2)=[CH:4][C:3]=1[O:13][CH3:14].[C:15](OC(=O)C)(=[O:17])[CH3:16]. The catalyst is N1C=CC=CC=1. The product is [C:15]([O:1][C:2]1[CH:11]=[C:10]2[C:5]([C:6](=[O:12])[NH:7][CH:8]=[N:9]2)=[CH:4][C:3]=1[O:13][CH3:14])(=[O:17])[CH3:16]. The yield is 0.840. (4) The yield is 0.760. The product is [CH2:1]([O:8][CH2:9][C@@H:10]([CH3:13])[CH2:11][C:14]#[N:16])[C:2]1[CH:7]=[CH:6][CH:5]=[CH:4][CH:3]=1. The reactants are [CH2:1]([O:8][CH2:9][C@@H:10]([CH3:13])[CH2:11]O)[C:2]1[CH:7]=[CH:6][CH:5]=[CH:4][CH:3]=1.[CH2:14]([N:16](CC)CC)C.CS(Cl)(=O)=O.[C-]#N.[Na+]. The catalyst is C(Cl)Cl.CN(C1C=CC=CN=1)C.O.CS(C)=O. (5) The reactants are [F:1][C:2]([F:14])([CH3:13])[CH2:3][O:4][C:5]1[C:10]([C:11]#[N:12])=[CH:9][N:8]=[CH:7][N:6]=1. The catalyst is C1COCC1.[Ni]. The product is [F:14][C:2]([F:1])([CH3:13])[CH2:3][O:4][C:5]1[C:10]([CH2:11][NH2:12])=[CH:9][N:8]=[CH:7][N:6]=1. The yield is 0.300. (6) The reactants are [CH:1]1[C:13]2[C:12](=O)[C:11]3[C:6](=[CH:7][CH:8]=[CH:9][CH:10]=3)[C:5]=2[N:4]=[CH:3][CH:2]=1.O.NN.[Cl-].[Na+]. The catalyst is C(O)COCCO. The product is [CH:1]1[C:13]2[CH2:12][C:11]3[C:6](=[CH:7][CH:8]=[CH:9][CH:10]=3)[C:5]=2[N:4]=[CH:3][CH:2]=1. The yield is 0.990.